Dataset: Full USPTO retrosynthesis dataset with 1.9M reactions from patents (1976-2016). Task: Predict the reactants needed to synthesize the given product. (1) Given the product [CH3:14][C@:11]12[O:13][C@:3]3([C@@H:15]4[C@@H:7]([N:8]([C:17]5[CH:24]=[CH:23][C:20]([C:21]#[N:22])=[C:19]([C:25]([F:26])([F:28])[F:27])[CH:18]=5)[C:9](=[O:16])[C@H:10]14)[O:6][CH2:5][CH2:4]3)/[C:2](=[N:30]/[N:31]1[CH2:36][CH2:35][O:34][CH2:33][CH2:32]1)/[CH2:12]2, predict the reactants needed to synthesize it. The reactants are: O[C@H:2]1[CH2:12][C@@:11]2([CH3:14])[O:13][C@@:3]31[C@@H:15]1[C@@H:7]([N:8]([C:17]4[CH:24]=[CH:23][C:20]([C:21]#[N:22])=[C:19]([C:25]([F:28])([F:27])[F:26])[CH:18]=4)[C:9](=[O:16])[C@H:10]21)[O:6][CH2:5][CH2:4]3.Cl.[NH2:30][N:31]1[CH2:36][CH2:35][O:34][CH2:33][CH2:32]1. (2) Given the product [OH:16][C:2](=[CH:3][C:4]1[CH:12]=[CH:11][CH:9]=[CH:6][CH:5]=1)[C:1]([OH:14])=[O:13], predict the reactants needed to synthesize it. The reactants are: [C:1]([OH:14])(=[O:13])/[CH:2]=[CH:3]/[C:4]1[CH:12]=[CH:11][C:9](O)=[C:6](OC)[CH:5]=1.C[OH:16].